This data is from Full USPTO retrosynthesis dataset with 1.9M reactions from patents (1976-2016). The task is: Predict the reactants needed to synthesize the given product. (1) The reactants are: I[C:2]1[CH:3]=[CH:4][C:5]([C:18]([O:20][CH3:21])=[O:19])=[C:6]([NH:8][C:9]2[CH:17]=[CH:16][CH:15]=[CH:14][C:10]=2[C:11]([OH:13])=[O:12])[CH:7]=1.[I:22]C1C=CC=C(N)C=1C(OC)=O.[K+].[Br-].NC1C=CC=C2C=1C=C(C(OC)=O)N=C2.[N+](C1C=C2C(=CC=1)N=C(C(O)=O)C=N2)([O-])=O.C(N(CC)CCNC(C1N=C2C=CC=CN2C=1)=O)C. Given the product [I:22][C:4]1[C:5]([C:18]([O:20][CH3:21])=[O:19])=[C:6]([NH:8][C:9]2[CH:17]=[CH:16][CH:15]=[CH:14][C:10]=2[C:11]([OH:13])=[O:12])[CH:7]=[CH:2][CH:3]=1, predict the reactants needed to synthesize it. (2) The reactants are: [OH:1][C:2]1[CH:3]=[CH:4][C:5]2[N:6]([N:8]=[C:9]([NH:11][C:12]([CH:14]3[CH2:16][CH2:15]3)=[O:13])[N:10]=2)[CH:7]=1.F[C:18]1[CH:23]=[CH:22][C:21]([N+:24]([O-:26])=[O:25])=[CH:20][C:19]=1[F:27].C(=O)([O-])[O-].[Cs+].[Cs+]. Given the product [F:27][C:19]1[CH:20]=[C:21]([N+:24]([O-:26])=[O:25])[CH:22]=[CH:23][C:18]=1[O:1][C:2]1[CH:3]=[CH:4][C:5]2[N:6]([N:8]=[C:9]([NH:11][C:12]([CH:14]3[CH2:15][CH2:16]3)=[O:13])[N:10]=2)[CH:7]=1, predict the reactants needed to synthesize it. (3) Given the product [CH3:11][N:6]1[CH:5]=[C:4]([N+:1]([O-:3])=[O:2])[CH:8]=[N:7]1, predict the reactants needed to synthesize it. The reactants are: [N+:1]([C:4]1[CH:5]=[N:6][NH:7][CH:8]=1)([O-:3])=[O:2].IC.[C:11]([O-])([O-])=O.[K+].[K+]. (4) Given the product [CH2:1]([C:5]1[S:9][C:8]([S:10]([NH:13][C:14]([CH3:17])([CH3:16])[CH3:15])(=[O:12])=[O:11])=[C:7]([C:22]2[CH:33]=[CH:32][C:25]([CH2:26][N:27]3[CH:31]=[N:30][N:29]=[N:28]3)=[CH:24][CH:23]=2)[CH:6]=1)[CH:2]([CH3:4])[CH3:3], predict the reactants needed to synthesize it. The reactants are: [CH2:1]([C:5]1[S:9][C:8]([S:10]([NH:13][C:14]([CH3:17])([CH3:16])[CH3:15])(=[O:12])=[O:11])=[C:7](B(O)O)[CH:6]=1)[CH:2]([CH3:4])[CH3:3].Br[C:22]1[CH:33]=[CH:32][C:25]([CH2:26][N:27]2[CH:31]=[N:30][N:29]=[N:28]2)=[CH:24][CH:23]=1.C1(C)C=CC=CC=1.[OH-].[Na+]. (5) Given the product [F:1][C:2]1[C:11]2[O:10][CH2:9][C@H:8]3[C@@H:12]([NH:13][C:27]([NH:26][C:23]4[CH:22]=[CH:21][C:20]([O:19][C:18]5[CH:29]=[CH:30][CH:31]=[C:16]([F:15])[CH:17]=5)=[CH:25][N:24]=4)=[S:28])[C@H:7]3[C:6]=2[C:5]([F:14])=[CH:4][CH:3]=1, predict the reactants needed to synthesize it. The reactants are: [F:1][C:2]1[C:11]2[O:10][CH2:9][C@H:8]3[C@@H:12]([NH2:13])[C@H:7]3[C:6]=2[C:5]([F:14])=[CH:4][CH:3]=1.[F:15][C:16]1[CH:17]=[C:18]([CH:29]=[CH:30][CH:31]=1)[O:19][C:20]1[CH:21]=[CH:22][C:23]([N:26]=[C:27]=[S:28])=[N:24][CH:25]=1. (6) The reactants are: [Cl:1][C:2]1[CH:3]=[C:4]([C:11]2[O:15][N:14]=[C:13]([C:16]3[CH:17]=[C:18]4[C:22](=[CH:23][CH:24]=3)[N:21]([CH2:25][CH2:26][C:27]([O:29]CC)=[O:28])[N:20]=[CH:19]4)[N:12]=2)[CH:5]=[CH:6][C:7]=1[O:8][CH2:9][CH3:10].[OH-].[Na+:33]. Given the product [Cl:1][C:2]1[CH:3]=[C:4]([C:11]2[O:15][N:14]=[C:13]([C:16]3[CH:17]=[C:18]4[C:22](=[CH:23][CH:24]=3)[N:21]([CH2:25][CH2:26][C:27]([O-:29])=[O:28])[N:20]=[CH:19]4)[N:12]=2)[CH:5]=[CH:6][C:7]=1[O:8][CH2:9][CH3:10].[Na+:33], predict the reactants needed to synthesize it. (7) Given the product [F:1][C:2]1[CH:7]=[CH:6][C:5]([CH:8]([NH:13][S:14]([C:17]2[CH:22]=[CH:21][CH:20]=[C:19]([C:23]([F:26])([F:25])[F:24])[CH:18]=2)(=[O:16])=[O:15])[CH2:9][C:10]([NH:27][CH:28]2[CH2:37][CH2:36][CH2:35][C:34]3[N:33]=[C:32]([CH2:38][CH2:39][OH:40])[N:31]=[CH:30][C:29]2=3)=[O:12])=[CH:4][CH:3]=1, predict the reactants needed to synthesize it. The reactants are: [F:1][C:2]1[CH:7]=[CH:6][C:5]([CH:8]([NH:13][S:14]([C:17]2[CH:22]=[CH:21][CH:20]=[C:19]([C:23]([F:26])([F:25])[F:24])[CH:18]=2)(=[O:16])=[O:15])[CH2:9][C:10]([OH:12])=O)=[CH:4][CH:3]=1.[NH2:27][CH:28]1[CH2:37][CH2:36][CH2:35][C:34]2[N:33]=[C:32]([CH2:38][CH2:39][OH:40])[N:31]=[CH:30][C:29]1=2.C1C=CC2N(O)N=NC=2C=1.C(Cl)CCl.